The task is: Predict the product of the given reaction.. This data is from Forward reaction prediction with 1.9M reactions from USPTO patents (1976-2016). (1) Given the reactants [Br:1][C:2]1[CH:6]=[N:5][N:4]([CH3:7])[C:3]=1[NH:8][C:9]1[CH:14]=[CH:13][CH:12]=[C:11](I)[CH:10]=1.[F:16][C:17]1[CH:22]=[CH:21][CH:20]=[CH:19][C:18]=1B(O)O.C(=O)([O-])[O-].[Cs+].[Cs+].COCCOC, predict the reaction product. The product is: [Br:1][C:2]1[CH:6]=[N:5][N:4]([CH3:7])[C:3]=1[NH:8][C:9]1[CH:10]=[C:11]([C:18]2[CH:19]=[CH:20][CH:21]=[CH:22][C:17]=2[F:16])[CH:12]=[CH:13][CH:14]=1. (2) The product is: [CH3:13][N:14]([CH3:15])[C:4]1[CH:3]=[C:2]([NH2:1])[C:7]([N+:8]([O-:10])=[O:9])=[CH:6][N:5]=1. Given the reactants [NH2:1][C:2]1[C:7]([N+:8]([O-:10])=[O:9])=[CH:6][N:5]=[C:4](Cl)[CH:3]=1.Cl.[CH3:13][NH:14][CH3:15].C(N(CC)CC)C, predict the reaction product. (3) The product is: [NH2:19][C:14]1[CH:15]=[C:16]([CH3:18])[CH:17]=[C:12]([CH2:11][CH2:10][C:9]2[NH:1][C:2]3=[N:3][CH:4]=[C:5]([C:21]4[CH:26]=[CH:25][C:24]([Cl:27])=[CH:23][CH:22]=4)[CH:6]=[C:7]3[N:8]=2)[N:13]=1. Given the reactants [NH2:1][C:2]1[C:7]([NH:8][C:9](=O)[CH2:10][CH2:11][C:12]2[CH:17]=[C:16]([CH3:18])[CH:15]=[C:14]([NH2:19])[N:13]=2)=[CH:6][C:5]([C:21]2[CH:26]=[CH:25][C:24]([Cl:27])=[CH:23][CH:22]=2)=[CH:4][N:3]=1, predict the reaction product. (4) The product is: [F:1][C:2]1[CH:3]=[C:4]([S:8]([C:13]2[CH:21]=[CH:20][C:19]3[N:18]([CH3:22])[C:17]4[CH2:23][CH:24]5[NH:28][CH:27]([C:16]=4[C:15]=3[C:14]=2[C:29]([O:31][C:32]([CH3:35])([CH3:34])[CH3:33])=[O:30])[CH2:26][CH2:25]5)(=[O:10])=[O:9])[CH:5]=[CH:6][CH:7]=1. Given the reactants [F:1][C:2]1[CH:3]=[C:4]([S:8]([O-:10])=[O:9])[CH:5]=[CH:6][CH:7]=1.[Na+].Br[C:13]1[CH:21]=[CH:20][C:19]2[N:18]([CH3:22])[C:17]3[CH2:23][CH:24]4[NH:28][CH:27]([C:16]=3[C:15]=2[C:14]=1[C:29]([O:31][C:32]([CH3:35])([CH3:34])[CH3:33])=[O:30])[CH2:26][CH2:25]4, predict the reaction product.